From a dataset of Forward reaction prediction with 1.9M reactions from USPTO patents (1976-2016). Predict the product of the given reaction. (1) Given the reactants CS([O:5][CH2:6][CH2:7][CH2:8][C:9]1[CH:14]=[CH:13][C:12]([NH:15][C:16]([O:18][C:19]([CH3:22])([CH3:21])[CH3:20])=[O:17])=[CH:11][CH:10]=1)(=O)=O.[CH2:23]([O:25][C:26](=[O:39])[C@@H:27]([O:36][CH2:37][CH3:38])[CH2:28][C:29]1[CH:34]=[CH:33][C:32](O)=[CH:31][CH:30]=1)[CH3:24].C(=O)([O-])[O-].[K+].[K+], predict the reaction product. The product is: [C:19]([O:18][C:16]([NH:15][C:12]1[CH:13]=[CH:14][C:9]([CH2:8][CH2:7][CH2:6][O:5][C:32]2[CH:31]=[CH:30][C:29]([CH2:28][C@H:27]([O:36][CH2:37][CH3:38])[C:26]([O:25][CH2:23][CH3:24])=[O:39])=[CH:34][CH:33]=2)=[CH:10][CH:11]=1)=[O:17])([CH3:22])([CH3:21])[CH3:20]. (2) Given the reactants [F:1][C:2]([F:7])([F:6])[C:3]([OH:5])=[O:4].[NH2:8][CH2:9][CH2:10][CH2:11][NH:12][C:13]([C:15]1[N:23]=[C:22]2[C:18]([N:19]=[CH:20][N:21]2[C@@H:24]2[CH2:28][C@H:27]([N:29]3[CH:33]=[C:32]([CH2:34][OH:35])[CH:31]=[N:30]3)[C@@H:26]([OH:36])[C@H:25]2[OH:37])=[C:17]([NH:38][CH2:39][CH:40]([C:47]2[CH:52]=[CH:51][CH:50]=[CH:49][CH:48]=2)[C:41]2[CH:46]=[CH:45][CH:44]=[CH:43][CH:42]=2)[N:16]=1)=[O:14].FC(F)(F)C(O)=O.C(NC(=O)NCCCNC(C1N=[C:78]2C(N=[CH:76][N:77]2[C@@H:80]2C[C@H](N3C=C(CO)C=N3)[C@@H](O)[C@H:81]2[OH:93])=C(NCC(C2C=CC=CC=2)C2C=CC=CC=2)N=1)=O)C.Cl.CC(C)(N)C(Cl)=O, predict the reaction product. The product is: [F:1][C:2]([F:7])([F:6])[C:3]([OH:5])=[O:4].[CH3:76][N:77]([CH3:78])[CH2:80][C:81]([NH:8][CH2:9][CH2:10][CH2:11][NH:12][C:13]([C:15]1[N:23]=[C:22]2[C:18]([N:19]=[CH:20][N:21]2[C@@H:24]2[CH2:28][C@H:27]([N:29]3[CH:33]=[C:32]([CH2:34][OH:35])[CH:31]=[N:30]3)[C@@H:26]([OH:36])[C@H:25]2[OH:37])=[C:17]([NH:38][CH2:39][CH:40]([C:47]2[CH:52]=[CH:51][CH:50]=[CH:49][CH:48]=2)[C:41]2[CH:46]=[CH:45][CH:44]=[CH:43][CH:42]=2)[N:16]=1)=[O:14])=[O:93]. (3) Given the reactants [CH2:1]([N:3]1[CH2:8][C:7]([CH3:10])([CH3:9])[O:6][C:5](=[O:11])[CH:4]1[CH2:12][C:13]([OH:15])=O)[CH3:2].C(N(C(C)C)CC)(C)C.CN(C(ON1N=NC2C=CC=NC1=2)=[N+](C)C)C.F[P-](F)(F)(F)(F)F.Br.[CH3:50][C:51]1[N:52]=[C:53]([NH2:57])[S:54][C:55]=1[CH3:56], predict the reaction product. The product is: [CH3:50][C:51]1[N:52]=[C:53]([NH:57][C:13](=[O:15])[CH2:12][CH:4]2[C:5](=[O:11])[O:6][C:7]([CH3:9])([CH3:10])[CH2:8][N:3]2[CH2:1][CH3:2])[S:54][C:55]=1[CH3:56]. (4) Given the reactants Cl[CH2:2][CH2:3][CH2:4][O:5][C:6]1[CH:7]=[C:8]([CH2:12][C:13]([OH:15])=[O:14])[CH:9]=[CH:10][CH:11]=1.[CH3:16][N:17]1[CH2:22][CH2:21][NH:20][CH2:19][CH2:18]1, predict the reaction product. The product is: [CH3:16][N:17]1[CH2:22][CH2:21][N:20]([CH2:2][CH2:3][CH2:4][O:5][C:6]2[CH:7]=[C:8]([CH2:12][C:13]([OH:15])=[O:14])[CH:9]=[CH:10][CH:11]=2)[CH2:19][CH2:18]1. (5) Given the reactants B(Br)(Br)Br.[CH2:5]([N:12]1[C:24]2[CH:23]=[C:22]3[CH2:25][CH2:26][CH2:27][CH2:28][C:21]3=[C:20]([O:29]C)[C:19]=2[C:18]2[C:17]([C:31]([O:33][CH3:34])=[O:32])=[CH:16][CH:15]=[CH:14][C:13]1=2)[C:6]1[CH:11]=[CH:10][CH:9]=[CH:8][CH:7]=1, predict the reaction product. The product is: [CH2:5]([N:12]1[C:24]2[CH:23]=[C:22]3[CH2:25][CH2:26][CH2:27][CH2:28][C:21]3=[C:20]([OH:29])[C:19]=2[C:18]2[C:17]([C:31]([O:33][CH3:34])=[O:32])=[CH:16][CH:15]=[CH:14][C:13]1=2)[C:6]1[CH:11]=[CH:10][CH:9]=[CH:8][CH:7]=1. (6) Given the reactants C(O)[C@H]1[O:7][C@H:6]([O:8][C@@H]([C@H](O)[C@@H](O)CO)[C@H](O)CO)[C@H](O)[C@@H](O)[C@@H]1O.C(O)[C@@H]([C@H]([C@@H](CO)O)O)[OH:26].C(O)[C@H]1O[C@@H]([O:41][C@H:42]2[C@H:46](O)[C@@:45]([OH:50])(CO)[O:44][C@@H:43]2[CH2:51][OH:52])[C@H](O)[C@@H](O)[C@H]1O, predict the reaction product. The product is: [C:45]([OH:44])(=[O:50])[CH2:46][C:42]([CH2:43][C:51]([OH:52])=[O:26])([C:6]([OH:8])=[O:7])[OH:41].